Dataset: Catalyst prediction with 721,799 reactions and 888 catalyst types from USPTO. Task: Predict which catalyst facilitates the given reaction. Reactant: [N+:1]([C:4]1[CH:18]=[CH:17][C:7]2[N:8]3[CH2:16][CH2:15][CH2:14][CH:9]3[NH:10][S:11](=[O:13])(=[O:12])[C:6]=2[CH:5]=1)([O-])=O.[H-].[H-].[H-].[H-].[Li+].[Al+3]. Product: [NH2:1][C:4]1[CH:18]=[CH:17][C:7]2[N:8]3[CH2:16][CH2:15][CH2:14][C:9]3=[N:10][S:11](=[O:13])(=[O:12])[C:6]=2[CH:5]=1. The catalyst class is: 1.